This data is from Forward reaction prediction with 1.9M reactions from USPTO patents (1976-2016). The task is: Predict the product of the given reaction. (1) Given the reactants C([O:8][C:9]1[CH:18]=[CH:17][C:16]2[N:15]=[CH:14][C:13]3[N:19]=[C:20]([CH2:23][CH2:24][CH2:25][CH3:26])[N:21]([CH3:22])[C:12]=3[C:11]=2[CH:10]=1)C1C=CC=CC=1.C(OC1C=CC2C3N(CC(C)C)C(CCC)=NC=3C(N)=NC=2C=1)C1C=CC=CC=1, predict the reaction product. The product is: [CH2:23]([C:20]1[N:21]([CH3:22])[C:12]2[C:11]3[CH:10]=[C:9]([OH:8])[CH:18]=[CH:17][C:16]=3[N:15]=[CH:14][C:13]=2[N:19]=1)[CH2:24][CH2:25][CH3:26]. (2) Given the reactants [CH2:1]=[CH:2][C@@H:3]1[C@@H:8]2[CH2:9][C@H:10]([C@@H:11]([OH:22])[C:12]3[CH:13]=[CH:14][N:15]=[C:16]4[CH:21]=[CH:20][CH:19]=[CH:18][C:17]=34)[N:5]([CH2:6][CH2:7]2)[CH2:4]1, predict the reaction product. The product is: [CH2:1]=[CH:2][C@@H:3]1[C@@H:8]2[CH2:9][C@@H:10]([C@H:11]([OH:22])[C:12]3[CH:13]=[CH:14][N:15]=[C:16]4[CH:21]=[CH:20][CH:19]=[CH:18][C:17]=34)[N:5]([CH2:6][CH2:7]2)[CH2:4]1. (3) Given the reactants [F:1][C:2]([F:35])([F:34])[C:3]1[CH:29]=[C:28]([C:30]([F:33])([F:32])[F:31])[CH:27]=[CH:26][C:4]=1[CH2:5][N:6]1[C:14]2[C:9](=[CH:10][C:11]([CH:15]=[C:16]3[S:20][C:19](SCC)=[N:18][C:17]3=[O:24])=[CH:12][CH:13]=2)[C:8]([I:25])=[N:7]1.[NH:36]1[CH2:41][CH2:40][CH:39]([C:42]([OH:44])=[O:43])[CH2:38][CH2:37]1, predict the reaction product. The product is: [F:1][C:2]([F:34])([F:35])[C:3]1[CH:29]=[C:28]([C:30]([F:33])([F:32])[F:31])[CH:27]=[CH:26][C:4]=1[CH2:5][N:6]1[C:14]2[C:9](=[CH:10][C:11]([CH:15]=[C:16]3[S:20][C:19]([N:36]4[CH2:41][CH2:40][CH:39]([C:42]([OH:44])=[O:43])[CH2:38][CH2:37]4)=[N:18][C:17]3=[O:24])=[CH:12][CH:13]=2)[C:8]([I:25])=[N:7]1. (4) Given the reactants [Cl:1][C:2]1[CH:3]=[C:4]([C:9](Cl)=[N:10][OH:11])[CH:5]=[N:6][C:7]=1[Cl:8].C(N(CC)CC)C.[CH3:20][C:21](=[CH2:23])[CH3:22], predict the reaction product. The product is: [Cl:8][C:7]1[C:2]([Cl:1])=[CH:3][C:4]([C:9]2[CH2:20][C:21]([CH3:23])([CH3:22])[O:11][N:10]=2)=[CH:5][N:6]=1.